From a dataset of Full USPTO retrosynthesis dataset with 1.9M reactions from patents (1976-2016). Predict the reactants needed to synthesize the given product. Given the product [N:6]1[CH:7]=[CH:8][CH:9]=[C:4]([C:3]2[N:10]=[C:22]([C:21]3[CH:20]=[C:19]([NH:18][C:16](=[O:17])[O:15][C:11]([CH3:13])([CH3:12])[CH3:14])[CH:27]=[CH:26][CH:25]=3)[O:1][N:2]=2)[CH:5]=1, predict the reactants needed to synthesize it. The reactants are: [OH:1][N:2]=[C:3]([NH2:10])[C:4]1[CH:9]=[CH:8][CH:7]=[N:6][CH:5]=1.[C:11]([O:15][C:16]([NH:18][C:19]1[CH:20]=[C:21]([CH:25]=[CH:26][CH:27]=1)[C:22](O)=O)=[O:17])([CH3:14])([CH3:13])[CH3:12].N.